Predict the reaction yield, written as a fraction of the theoretical maximum amount of product (1.0 means a 100% yield; for example, 0.34 means a 34% yield). From a dataset of Reaction yield outcomes from USPTO patents with 853,638 reactions. (1) The reactants are [CH3:1][C:2]1[O:6][N:5]=[C:4]([NH2:7])[CH:3]=1.Br[C:9]1[C:10](=[O:17])[N:11]([CH3:16])[CH:12]=[C:13]([Br:15])[CH:14]=1.CC1(C)C2C(=C(P(C3C=CC=CC=3)C3C=CC=CC=3)C=CC=2)OC2C(P(C3C=CC=CC=3)C3C=CC=CC=3)=CC=CC1=2.C([O-])([O-])=O.[Cs+].[Cs+]. The catalyst is C1C=CC(/C=C/C(/C=C/C2C=CC=CC=2)=O)=CC=1.C1C=CC(/C=C/C(/C=C/C2C=CC=CC=2)=O)=CC=1.C1C=CC(/C=C/C(/C=C/C2C=CC=CC=2)=O)=CC=1.[Pd].[Pd].O1CCOCC1. The product is [Br:15][C:13]1[CH:14]=[C:9]([NH:7][C:4]2[CH:3]=[C:2]([CH3:1])[O:6][N:5]=2)[C:10](=[O:17])[N:11]([CH3:16])[CH:12]=1. The yield is 0.550. (2) The reactants are [C:1]([C:5]1[CH:14]=[CH:13][C:8]([C:9]([O:11]C)=[O:10])=[C:7]([O:15][C:16]2[CH:21]=[CH:20][CH:19]=[C:18]([C:22]([F:25])([F:24])[F:23])[N:17]=2)[CH:6]=1)([CH3:4])([CH3:3])[CH3:2].O.[OH-].[Li+].Cl. The catalyst is C1COCC1.O. The product is [C:1]([C:5]1[CH:14]=[CH:13][C:8]([C:9]([OH:11])=[O:10])=[C:7]([O:15][C:16]2[CH:21]=[CH:20][CH:19]=[C:18]([C:22]([F:25])([F:23])[F:24])[N:17]=2)[CH:6]=1)([CH3:4])([CH3:2])[CH3:3]. The yield is 0.950. (3) The reactants are O[C:2]1[C:3](=[O:17])[N:4]([CH2:8][C:9]2[CH:14]=[CH:13][C:12]([O:15][CH3:16])=[CH:11][CH:10]=2)[CH:5]=[CH:6][N:7]=1.C1CN([P+](ON2N=NC3C=CC=CC2=3)(N2CCCC2)N2CCCC2)CC1.F[P-](F)(F)(F)(F)F.C(N(CC)C(C)C)(C)C.[F:60][C:61]([F:71])([F:70])[O:62][C:63]1[CH:68]=[CH:67][C:66]([SH:69])=[CH:65][CH:64]=1. The catalyst is CN(C=O)C.C([O-])(O)=O.[Na+]. The product is [CH3:16][O:15][C:12]1[CH:13]=[CH:14][C:9]([CH2:8][N:4]2[CH:5]=[CH:6][N:7]=[C:2]([S:69][C:66]3[CH:65]=[CH:64][C:63]([O:62][C:61]([F:60])([F:70])[F:71])=[CH:68][CH:67]=3)[C:3]2=[O:17])=[CH:10][CH:11]=1. The yield is 0.746. (4) The reactants are [O:1]=[C:2]1[C:10]2[CH:9]=[CH:8][CH:7]=[C:6]([C:11]#[N:12])[C:5]=2[CH2:4][CH2:3]1.[BH4-].[Na+]. The catalyst is CCO. The product is [OH:1][CH:2]1[C:10]2[CH:9]=[CH:8][CH:7]=[C:6]([C:11]#[N:12])[C:5]=2[CH2:4][CH2:3]1. The yield is 0.820. (5) The reactants are [Cl:1][C:2]([Cl:32])([Cl:31])[CH2:3][O:4][C:5](=[O:30])[CH:6]([S:18]([CH2:21][CH2:22][C:23]1[CH:28]=[CH:27][C:26]([F:29])=[CH:25][CH:24]=1)(=[O:20])=[O:19])[CH2:7][C:8]1[CH:13]=[CH:12][C:11]([CH2:14][C:15]([OH:17])=[O:16])=[CH:10][CH:9]=1.CN(C(ON1N=NC2C=CC=CC1=2)=[N+](C)C)C.[B-](F)(F)(F)F.CN1CCOCC1.[F:62][C:63]([F:73])([F:72])[C:64]1[CH:71]=[CH:70][C:67]([CH2:68]O)=[CH:66][CH:65]=1. The catalyst is CN(C=O)C.CCOC(C)=O. The product is [Cl:32][C:2]([Cl:31])([Cl:1])[CH2:3][O:4][C:5](=[O:30])[CH:6]([S:18]([CH2:21][CH2:22][C:23]1[CH:24]=[CH:25][C:26]([F:29])=[CH:27][CH:28]=1)(=[O:20])=[O:19])[CH2:7][C:8]1[CH:9]=[CH:10][C:11]([CH2:14][C:15]([O:17][CH2:68][C:67]2[CH:66]=[CH:65][C:64]([C:63]([F:62])([F:72])[F:73])=[CH:71][CH:70]=2)=[O:16])=[CH:12][CH:13]=1. The yield is 1.02. (6) The reactants are [Cl-].O[NH3+:3].[C:4](=[O:7])([O-])[OH:5].[Na+].CS(C)=O.[CH2:13]([C:17]1[N:18]=[C:19]([CH3:51])[N:20]([CH2:39][C:40]2[N:44]=[C:43]([C:45]3[CH:50]=[CH:49][CH:48]=[CH:47][CH:46]=3)[O:42][N:41]=2)[C:21](=[O:38])[C:22]=1[CH2:23][C:24]1[CH:29]=[CH:28][C:27]([C:30]2[C:31]([C:36]#[N:37])=[CH:32][CH:33]=[CH:34][CH:35]=2)=[CH:26][CH:25]=1)[CH2:14][CH2:15][CH3:16]. The catalyst is C(OCC)(=O)C. The product is [CH2:13]([C:17]1[N:18]=[C:19]([CH3:51])[N:20]([CH2:39][C:40]2[N:44]=[C:43]([C:45]3[CH:50]=[CH:49][CH:48]=[CH:47][CH:46]=3)[O:42][N:41]=2)[C:21](=[O:38])[C:22]=1[CH2:23][C:24]1[CH:25]=[CH:26][C:27]([C:30]2[CH:35]=[CH:34][CH:33]=[CH:32][C:31]=2[C:36]2[NH:3][C:4](=[O:7])[O:5][N:37]=2)=[CH:28][CH:29]=1)[CH2:14][CH2:15][CH3:16]. The yield is 0.690. (7) The reactants are [Cl:1][C:2]1[C:10]([C:11]([F:14])([F:13])[F:12])=[CH:9][C:5]([C:6](=S)[NH2:7])=[CH:4][C:3]=1[C:15]([F:18])([F:17])[F:16].O.[NH2:20][NH2:21].[CH:22](O)=O.C([O-])(O)=O.[Na+]. The catalyst is CN(C=O)C. The product is [Cl:1][C:2]1[C:10]([C:11]([F:14])([F:13])[F:12])=[CH:9][C:5]([C:6]2[N:7]=[CH:22][NH:21][N:20]=2)=[CH:4][C:3]=1[C:15]([F:18])([F:17])[F:16]. The yield is 0.360.